From a dataset of Catalyst prediction with 721,799 reactions and 888 catalyst types from USPTO. Predict which catalyst facilitates the given reaction. (1) Reactant: CN(OC)[C:3](=[O:13])[CH2:4][NH:5][C:6]([O:8][C:9]([CH3:12])([CH3:11])[CH3:10])=[O:7].[CH:16]([Mg]Cl)([CH3:18])[CH3:17].Cl. Product: [C:9]([O:8][C:6]([NH:5][CH2:4][C:3](=[O:13])[CH:16]([CH3:18])[CH3:17])=[O:7])([CH3:10])([CH3:11])[CH3:12]. The catalyst class is: 305. (2) Reactant: C1([O:7][C:8]([C:10]2[CH:19]=[C:18]([S:20]([C:23]3[CH:28]=[CH:27][CH:26]=[CH:25][CH:24]=3)(=[O:22])=[O:21])[C:17]3[C:12](=[CH:13][CH:14]=[CH:15][CH:16]=3)[C:11]=2[OH:29])=O)C=CC=CC=1.[F:30][C:31]([S:34][C:35]1[CH:41]=[CH:40][C:38]([NH2:39])=[CH:37][CH:36]=1)([F:33])[F:32]. Product: [F:30][C:31]([S:34][C:35]1[CH:41]=[CH:40][C:38]([NH:39][C:8]([C:10]2[CH:19]=[C:18]([S:20]([C:23]3[CH:28]=[CH:27][CH:26]=[CH:25][CH:24]=3)(=[O:21])=[O:22])[C:17]3[C:12](=[CH:13][CH:14]=[CH:15][CH:16]=3)[C:11]=2[OH:29])=[O:7])=[CH:37][CH:36]=1)([F:33])[F:32]. The catalyst class is: 11. (3) Reactant: O=C1CCC(=O)N1[O:8][C:9](=[O:50])[C@@H:10]([NH:23][C:24](=[O:49])[CH2:25][CH2:26][CH2:27][CH2:28][CH2:29][CH2:30][CH2:31][CH2:32][CH2:33][CH2:34][CH2:35][CH2:36][CH2:37][CH2:38][C:39]([O:41]CC1C=CC=CC=1)=[O:40])[CH2:11]CC(OCC1C=CC=CC=1)=O.F[C:52](F)(F)[C:53]([OH:55])=[O:54].[H][H].C[C:61]([CH3:63])=[O:62]. The catalyst class is: 45. Product: [O:49]=[C:24]1[CH2:25][CH2:63][C:61](=[O:62])[N:23]1[O:55][C:53](=[O:54])[CH2:52][CH2:11][C@H:10]([NH:23][C:24](=[O:49])[CH2:25][CH2:26][CH2:27][CH2:28][CH2:29][CH2:30][CH2:31][CH2:32][CH2:33][CH2:34][CH2:35][CH2:36][CH2:37][CH2:38][C:39]([OH:41])=[O:40])[C:9]([OH:50])=[O:8]. (4) Reactant: Br.Br[CH2:3][C:4]([C:6]1[CH:11]=[CH:10][N:9]=[CH:8][CH:7]=1)=O.[NH2:12][C:13]([NH2:15])=[S:14].[OH-].[NH4+]. Product: [NH2:15][C:13]1[S:14][CH:3]=[C:4]([C:6]2[CH:11]=[CH:10][N:9]=[CH:8][CH:7]=2)[N:12]=1. The catalyst class is: 88.